From a dataset of Forward reaction prediction with 1.9M reactions from USPTO patents (1976-2016). Predict the product of the given reaction. (1) Given the reactants Br[C:2]1[C:3]([O:16][C:17]2[CH:22]=[CH:21][CH:20]=[CH:19][CH:18]=2)=[C:4]2[C:9](=[CH:10][CH:11]=1)[N:8]([C:12](=[O:14])[CH3:13])[CH:7]([CH3:15])[CH2:6][CH2:5]2.[CH3:23][S:24]([C:27]1[CH:32]=[CH:31][C:30](B(O)O)=[CH:29][CH:28]=1)(=[O:26])=[O:25].C(=O)(O)[O-].[Na+], predict the reaction product. The product is: [CH3:15][CH:7]1[CH2:6][CH2:5][C:4]2[C:9](=[CH:10][CH:11]=[C:2]([C:30]3[CH:31]=[CH:32][C:27]([S:24]([CH3:23])(=[O:26])=[O:25])=[CH:28][CH:29]=3)[C:3]=2[O:16][C:17]2[CH:22]=[CH:21][CH:20]=[CH:19][CH:18]=2)[N:8]1[C:12](=[O:14])[CH3:13]. (2) Given the reactants C[O:2][C:3]([C:5]1[CH:13]=[C:12]2[C:8]([CH2:9][CH2:10][N:11]2[C:14](=[O:30])[CH2:15][N:16]2[CH2:21][CH2:20][N:19]([C:22]([O:24][C:25]([CH3:28])([CH3:27])[CH3:26])=[O:23])[C@H:18]([CH3:29])[CH2:17]2)=[CH:7][CH:6]=1)=[O:4].[OH-].[Na+].Cl, predict the reaction product. The product is: [C:25]([O:24][C:22]([N:19]1[CH2:20][CH2:21][N:16]([CH2:15][C:14]([N:11]2[C:12]3[C:8](=[CH:7][CH:6]=[C:5]([C:3]([OH:4])=[O:2])[CH:13]=3)[CH2:9][CH2:10]2)=[O:30])[CH2:17][C@H:18]1[CH3:29])=[O:23])([CH3:28])([CH3:26])[CH3:27]. (3) Given the reactants [C:1]([OH:9])(=O)[C:2]1[CH:7]=[CH:6][CH:5]=[CH:4][CH:3]=1.CN(C(O[N:18]1[N:26]=NC2C=CC=NC1=2)=[N+](C)C)C.F[P-](F)(F)(F)(F)F.CCN(C(C)C)C(C)C.NN, predict the reaction product. The product is: [C:1]([NH:18][NH2:26])(=[O:9])[C:2]1[CH:7]=[CH:6][CH:5]=[CH:4][CH:3]=1. (4) The product is: [CH2:1]([C:5]1[N:6]=[C:7]([CH3:28])[N:8]([C:29]2[CH:34]=[CH:33][CH:32]=[CH:31][CH:30]=2)[C:9](=[O:27])[C:10]=1[CH2:11][C:12]1[CH:17]=[CH:16][C:15]([C:18]2[C:19]([C:24]#[N:25])=[CH:20][CH:21]=[CH:22][CH:23]=2)=[CH:14][C:13]=1[F:26])[CH2:2][CH2:3][CH3:4]. Given the reactants [CH2:1]([C:5]1[N:6]=[C:7]([CH3:28])[NH:8][C:9](=[O:27])[C:10]=1[CH2:11][C:12]1[CH:17]=[CH:16][C:15]([C:18]2[C:19]([C:24]#[N:25])=[CH:20][CH:21]=[CH:22][CH:23]=2)=[CH:14][C:13]=1[F:26])[CH2:2][CH2:3][CH3:4].[C:29]1(B(O)O)[CH:34]=[CH:33][CH:32]=[CH:31][CH:30]=1.C(N(CC)CC)C.N1C=CC=CC=1, predict the reaction product. (5) Given the reactants Br[C:2]1[CH:7]=[CH:6][C:5]([CH:8]([CH3:14])[CH2:9][S:10]([NH2:13])(=[O:12])=[O:11])=[CH:4][CH:3]=1.Br[C:16]1[C:17]2[C:18]3[CH:32]=[CH:31][S:30][C:19]=3[C:20](=[O:29])[NH:21][C:22]=2[C:23]([CH3:28])=[CH:24][C:25]=1[O:26][CH3:27], predict the reaction product. The product is: [CH3:27][O:26][C:25]1[CH:24]=[C:23]([CH3:28])[C:22]2[NH:21][C:20](=[O:29])[C:19]3[S:30][CH:31]=[CH:32][C:18]=3[C:17]=2[C:16]=1[C:2]1[CH:7]=[CH:6][C:5]([CH:8]([CH3:14])[CH2:9][S:10]([NH2:13])(=[O:12])=[O:11])=[CH:4][CH:3]=1.